Dataset: Reaction yield outcomes from USPTO patents with 853,638 reactions. Task: Predict the reaction yield, written as a fraction of the theoretical maximum amount of product (1.0 means a 100% yield; for example, 0.34 means a 34% yield). (1) The reactants are Br[C:2]1[CH:7]=[CH:6][CH:5]=[CH:4][N:3]=1.[Li]CCCC.[N:13]1([CH2:18][C:19](OCC)=[O:20])[CH:17]=[CH:16][CH:15]=[CH:14]1.[NH4+].[Cl-]. The catalyst is C1COCC1. The product is [N:3]1[CH:4]=[CH:5][CH:6]=[CH:7][C:2]=1[C:19](=[O:20])[CH2:18][N:13]1[CH:17]=[CH:16][CH:15]=[CH:14]1. The yield is 0.630. (2) The reactants are [CH3:1][O:2][C:3]1[CH:4]=[C:5]([CH:9]=[C:10]([N+:12]([O-:14])=[O:13])[CH:11]=1)[C:6]([OH:8])=O.Cl.CN(C)CCCN=C=NCC.[CH3:27][O:28][CH2:29][CH2:30][NH2:31]. The catalyst is C(Cl)Cl. The product is [CH3:1][O:2][C:3]1[CH:4]=[C:5]([CH:9]=[C:10]([N+:12]([O-:14])=[O:13])[CH:11]=1)[C:6]([NH:31][CH2:30][CH2:29][O:28][CH3:27])=[O:8]. The yield is 1.00. (3) The reactants are [Cl:1][C:2]1[CH:7]=[CH:6][CH:5]=[C:4]([Cl:8])[C:3]=1[C:9]1[C:13]([CH2:14][O:15][C:16]2[CH:21]=[CH:20][C:19]([C:22]3[CH:23]=[C:24]4[C:29](=[CH:30][CH:31]=3)[N:28]=[C:27]([C:32]([O:34]C)=[O:33])[CH:26]=[CH:25]4)=[CH:18][CH:17]=2)=[C:12]([C@H:36]([CH3:39])[CH2:37][CH3:38])[O:11][N:10]=1.O1CCCC1.[OH-].[Na+].Cl. The catalyst is CO. The product is [Cl:8][C:4]1[CH:5]=[CH:6][CH:7]=[C:2]([Cl:1])[C:3]=1[C:9]1[C:13]([CH2:14][O:15][C:16]2[CH:21]=[CH:20][C:19]([C:22]3[CH:23]=[C:24]4[C:29](=[CH:30][CH:31]=3)[N:28]=[C:27]([C:32]([OH:34])=[O:33])[CH:26]=[CH:25]4)=[CH:18][CH:17]=2)=[C:12]([C@H:36]([CH3:39])[CH2:37][CH3:38])[O:11][N:10]=1. The yield is 0.920. (4) The reactants are [CH3:1][O:2][C:3]1[C:12]([O:13][CH3:14])=[C:11]2[C:6]([N:7]=[CH:8][C:9](=O)[NH:10]2)=[CH:5][CH:4]=1.P(Cl)(Cl)([Cl:18])=O.CCCCCC. The catalyst is C(OCC)(=O)C. The product is [Cl:18][C:9]1[CH:8]=[N:7][C:6]2[C:11](=[C:12]([O:13][CH3:14])[C:3]([O:2][CH3:1])=[CH:4][CH:5]=2)[N:10]=1. The yield is 0.770. (5) The reactants are [CH3:1][C:2]1[C:6]([CH:7]=[O:8])=[C:5]([CH3:9])[O:4][N:3]=1.[BH4-].[Na+].O. The catalyst is CO. The product is [CH3:1][C:2]1[C:6]([CH2:7][OH:8])=[C:5]([CH3:9])[O:4][N:3]=1. The yield is 0.790. (6) The reactants are Br[C:2]1[C:3]2[C:8]([C:9]([C:16]3[CH:21]=[CH:20][CH:19]=[CH:18][CH:17]=3)=[C:10]3[C:15]=1[CH:14]=[CH:13][CH:12]=[CH:11]3)=[CH:7][CH:6]=[CH:5][CH:4]=2.[Li]CCCC.[I:27]I.S([O-])([O-])(=O)=S.[Na+].[Na+]. The catalyst is O1CCCC1. The product is [I:27][C:2]1[C:3]2[C:8]([C:9]([C:16]3[CH:21]=[CH:20][CH:19]=[CH:18][CH:17]=3)=[C:10]3[C:15]=1[CH:14]=[CH:13][CH:12]=[CH:11]3)=[CH:7][CH:6]=[CH:5][CH:4]=2. The yield is 0.830. (7) The yield is 0.920. The product is [NH2:23][C:22]([N:4]1[CH2:5][CH2:6][N:1]([C:7]([O:9][C:10]([CH3:13])([CH3:12])[CH3:11])=[O:8])[CH2:2][CH2:3]1)=[S:21]. The reactants are [N:1]1([C:7]([O:9][C:10]([CH3:13])([CH3:12])[CH3:11])=[O:8])[CH2:6][CH2:5][NH:4][CH2:3][CH2:2]1.Cl.O1CCOCC1.[S-:21][C:22]#[N:23]. The catalyst is C1COCC1.O.